Task: Predict the reaction yield, written as a fraction of the theoretical maximum amount of product (1.0 means a 100% yield; for example, 0.34 means a 34% yield).. Dataset: Reaction yield outcomes from USPTO patents with 853,638 reactions The reactants are [N:1]1([CH:6]2[CH2:10][CH2:9][C:8](=[O:11])[CH2:7]2)[CH:5]=[CH:4][CH:3]=[N:2]1.[BH4-].[Na+].Cl.C([O-])(O)=O.[Na+]. The catalyst is CO. The product is [N:1]1([C@@H:6]2[CH2:10][CH2:9][C@H:8]([OH:11])[CH2:7]2)[CH:5]=[CH:4][CH:3]=[N:2]1. The yield is 0.730.